Dataset: Catalyst prediction with 721,799 reactions and 888 catalyst types from USPTO. Task: Predict which catalyst facilitates the given reaction. (1) Reactant: C1(O[C:8](=[O:27])[NH:9][C:10]2[S:11][C:12]3[C:18]([CH:19]4[CH2:24][O:23][CH2:22][CH2:21][O:20]4)=[CH:17][CH:16]=[C:15]([O:25][CH3:26])[C:13]=3[N:14]=2)C=CC=CC=1.[CH3:28][NH:29][C@H:30]1[CH2:35][CH2:34][C@H:33]([OH:36])[CH2:32][CH2:31]1.N1C=CC=CC=1. Product: [O:20]1[CH2:21][CH2:22][O:23][CH2:24][CH:19]1[C:18]1[C:12]2[S:11][C:10]([NH:9][C:8](=[O:27])[N:29]([C@H:30]3[CH2:35][CH2:34][C@H:33]([OH:36])[CH2:32][CH2:31]3)[CH3:28])=[N:14][C:13]=2[C:15]([O:25][CH3:26])=[CH:16][CH:17]=1. The catalyst class is: 22. (2) Reactant: [Cl:1][C:2]1[CH:3]=[C:4]([C:9](=O)[CH2:10][CH2:11][CH2:12][CH2:13][O:14][CH3:15])[CH:5]=[CH:6][C:7]=1[Cl:8].Cl.[CH3:18][O:19][NH2:20].N1C=CC=CC=1.O. Product: [CH3:18][O:19][N:20]=[C:9]([C:4]1[CH:5]=[CH:6][C:7]([Cl:8])=[C:2]([Cl:1])[CH:3]=1)[CH2:10][CH2:11][CH2:12][CH2:13][O:14][CH3:15]. The catalyst class is: 14. (3) Reactant: [CH2:1]([C:7]1([CH2:25][CH2:26][CH2:27][CH2:28][CH2:29][CH3:30])[C:19]2[CH:18]=[C:17]3[CH:20](O)[CH:21]([CH3:23])[CH2:22][C:16]3=[CH:15][C:14]=2[C:13]2[C:8]1=[CH:9][CH:10]=[CH:11][CH:12]=2)[CH2:2][CH2:3][CH2:4][CH2:5][CH3:6].C1(C)C=CC(S(O)(=O)=O)=CC=1. Product: [CH2:25]([C:7]1([CH2:1][CH2:2][CH2:3][CH2:4][CH2:5][CH3:6])[C:19]2[CH:18]=[C:17]3[CH:20]=[C:21]([CH3:23])[CH2:22][C:16]3=[CH:15][C:14]=2[C:13]2[C:8]1=[CH:9][CH:10]=[CH:11][CH:12]=2)[CH2:26][CH2:27][CH2:28][CH2:29][CH3:30]. The catalyst class is: 11.